From a dataset of Forward reaction prediction with 1.9M reactions from USPTO patents (1976-2016). Predict the product of the given reaction. (1) The product is: [Cl:23][C:21]1[CH:20]=[CH:19][C:16]2[S:17][CH:18]=[C:14]([CH2:13][CH:4]3[N:5]4[CH:10]=[CH:9][CH:8]=[CH:7][C:6]4=[N:2][C:3]3=[O:11])[C:15]=2[CH:22]=1. Given the reactants Br.[N:2]1[C:3](=[O:11])[CH2:4][N:5]2[CH:10]=[CH:9][CH:8]=[CH:7][C:6]=12.Br[CH2:13][C:14]1[C:15]2[CH:22]=[C:21]([Cl:23])[CH:20]=[CH:19][C:16]=2[S:17][CH:18]=1, predict the reaction product. (2) Given the reactants [F:1][C:2]([Si](C)(C)C)([F:4])[F:3].[F-].[CH2:10]([N+:14](CCCC)(CCCC)[CH2:15]CCC)[CH2:11]CC.Cl.[O:28]1[CH2:32][CH2:31][CH2:30][CH2:29]1, predict the reaction product. The product is: [CH3:11][C:10]1[CH:29]=[CH:30][C:31]([CH:32]([OH:28])[C:2]([F:4])([F:3])[F:1])=[CH:15][N:14]=1. (3) Given the reactants [CH3:1][C:2]1([CH3:39])[C:14]2[CH:13]=[C:12]([N:15]([C:23]3[CH:28]=[CH:27][C:26]([CH3:29])=[CH:25][CH:24]=3)[C:16]3[CH:21]=[CH:20][C:19]([CH3:22])=[CH:18][CH:17]=3)[CH:11]=[CH:10][C:9]=2[C:8]2[C:3]1=[CH:4][C:5](B1OC(C)(C)C(C)(C)O1)=[CH:6][CH:7]=2.I[C:41]1[CH:46]=[CH:45][C:44]([Br:47])=[CH:43][N:42]=1.C([O-])([O-])=O.[K+].[K+], predict the reaction product. The product is: [Br:47][C:44]1[CH:45]=[CH:46][C:41]([C:5]2[CH:4]=[C:3]3[C:8]([C:9]4[CH:10]=[CH:11][C:12]([N:15]([C:23]5[CH:28]=[CH:27][C:26]([CH3:29])=[CH:25][CH:24]=5)[C:16]5[CH:21]=[CH:20][C:19]([CH3:22])=[CH:18][CH:17]=5)=[CH:13][C:14]=4[C:2]3([CH3:1])[CH3:39])=[CH:7][CH:6]=2)=[N:42][CH:43]=1. (4) Given the reactants [OH:1][C:2]1[CH:7]=[CH:6][CH:5]=[C:4]([OH:8])[C:3]=1[C:9](=[O:11])[CH3:10].[Li+].C[Si]([N-][Si](C)(C)C)(C)C.C[Si](Cl)(C)C.C1C(=O)N(Br)C(=O)C1.[OH-].[Na+], predict the reaction product. The product is: [OH:1][C:2]1[C:3]2[C:9](=[O:11])[CH2:10][O:8][C:4]=2[CH:5]=[CH:6][CH:7]=1.